From a dataset of Catalyst prediction with 721,799 reactions and 888 catalyst types from USPTO. Predict which catalyst facilitates the given reaction. (1) Reactant: [CH3:1][O:2][C:3]1[CH:8]=[CH:7][C:6](/[CH:9]=[C:10](\[CH2:14][C:15](=[O:26])[NH:16][CH2:17][CH2:18][CH2:19][CH2:20][CH2:21][CH2:22][CH2:23][CH2:24][CH3:25])/[C:11]([OH:13])=[O:12])=[CH:5][CH:4]=1.[CH3:27][Si](C=[N+]=[N-])(C)C. Product: [CH3:1][O:2][C:3]1[CH:4]=[CH:5][C:6](/[CH:9]=[C:10](\[CH2:14][C:15](=[O:26])[NH:16][CH2:17][CH2:18][CH2:19][CH2:20][CH2:21][CH2:22][CH2:23][CH2:24][CH3:25])/[C:11]([O:13][CH3:27])=[O:12])=[CH:7][CH:8]=1. The catalyst class is: 98. (2) Reactant: C([O:3][C:4](=[O:29])[C:5]([O:8][C:9]1[CH:14]=[CH:13][C:12]([O:15]CC2C=CC=CC=2)=[CH:11][C:10]=1[C:23]1[CH:28]=[CH:27][CH:26]=[CH:25][CH:24]=1)([CH3:7])[CH3:6])C.[H][H]. Product: [OH:15][C:12]1[CH:13]=[CH:14][C:9]([O:8][C:5]([CH3:7])([CH3:6])[C:4]([OH:29])=[O:3])=[C:10]([C:23]2[CH:28]=[CH:27][CH:26]=[CH:25][CH:24]=2)[CH:11]=1. The catalyst class is: 29. (3) Reactant: C[Si]([N-][Si](C)(C)C)(C)C.[Li+].Cl.[CH3:12][NH:13][OH:14].[F:15][C:16]1[CH:21]=[CH:20][C:19]([CH:22]([OH:39])[C:23]2[CH:28]=[N:27][C:26]([C:29]([O:31]C)=O)=[C:25]3[O:33][C:34]([CH3:38])([CH3:37])[O:35][CH2:36][C:24]=23)=[CH:18][CH:17]=1.O. Product: [F:15][C:16]1[CH:17]=[CH:18][C:19]([CH:22]([OH:39])[C:23]2[CH:28]=[N:27][C:26]([C:29]([N:13]([OH:14])[CH3:12])=[O:31])=[C:25]3[O:33][C:34]([CH3:38])([CH3:37])[O:35][CH2:36][C:24]=23)=[CH:20][CH:21]=1. The catalyst class is: 7. (4) Reactant: [I:1][C:2]1[CH:7]=[CH:6][CH:5]=[CH:4][C:3]=1[OH:8].[F:9][C:10]([F:21])([F:20])[C:11]1[CH:16]=[CH:15][CH:14]=[CH:13][C:12]=1[CH2:17][CH2:18]O.C1(P(C2C=CC=CC=2)C2C=CC=CC=2)C=CC=CC=1.CCOC(/N=N/C(OCC)=O)=O. Product: [I:1][C:2]1[CH:7]=[CH:6][CH:5]=[CH:4][C:3]=1[O:8][CH2:18][CH2:17][C:12]1[CH:13]=[CH:14][CH:15]=[CH:16][C:11]=1[C:10]([F:9])([F:20])[F:21]. The catalyst class is: 1. (5) Reactant: [Br:1][C:2]1[CH:3]=[C:4]2[C:8](=[CH:9][CH:10]=1)[NH:7][C:6]([CH3:11])=[C:5]2[CH3:12].F[C:14]1[CH:15]=[N:16][CH:17]=[CH:18][CH:19]=1. Product: [Br:1][C:2]1[CH:3]=[C:4]2[C:8](=[CH:9][CH:10]=1)[N:7]([C:14]1[CH:15]=[N:16][CH:17]=[CH:18][CH:19]=1)[C:6]([CH3:11])=[C:5]2[CH3:12]. The catalyst class is: 521. (6) Reactant: [CH3:1][O:2][C:3]([C:5]1[S:14][C:8]2[N:9]=[CH:10][N:11]=[C:12](Cl)[C:7]=2[C:6]=1[CH3:15])=[O:4].[F:16][C:17]1[CH:23]=[CH:22][C:20]([NH2:21])=[C:19]([O:24][CH3:25])[CH:18]=1.Cl. Product: [CH3:1][O:2][C:3]([C:5]1[S:14][C:8]2[N:9]=[CH:10][N:11]=[C:12]([NH:21][C:20]3[CH:22]=[CH:23][C:17]([F:16])=[CH:18][C:19]=3[O:24][CH3:25])[C:7]=2[C:6]=1[CH3:15])=[O:4]. The catalyst class is: 12. (7) Reactant: Br[C:2]1[C:3]([N:22]2[CH2:26][CH2:25][C@@H:24]([NH:27]C(=O)OC(C)(C)C)[CH2:23]2)=[N:4][CH:5]=[C:6]([C:8](=[O:21])[NH:9][C:10]2[CH:15]=[CH:14][C:13]([O:16][C:17]([F:20])([F:19])[F:18])=[CH:12][CH:11]=2)[CH:7]=1.[N:35]1[CH:40]=[C:39](B(O)O)[CH:38]=[N:37][CH:36]=1.C([O-])([O-])=O.[Na+].[Na+]. Product: [NH2:27][C@@H:24]1[CH2:25][CH2:26][N:22]([C:3]2[C:2]([C:39]3[CH:40]=[N:35][CH:36]=[N:37][CH:38]=3)=[CH:7][C:6]([C:8]([NH:9][C:10]3[CH:11]=[CH:12][C:13]([O:16][C:17]([F:18])([F:20])[F:19])=[CH:14][CH:15]=3)=[O:21])=[CH:5][N:4]=2)[CH2:23]1. The catalyst class is: 57. (8) Reactant: [H-].[H-].[H-].[H-].[Li+].[Al+3].[NH:7]1[C:17]2[C:18]3[C:9]([CH2:10][NH:11][C:12](=O)[C:13]=3[CH:14]=[CH:15][CH:16]=2)=[CH:8]1.N1C2C3[C:22](CNCC=3C=CC=2)=[CH:21]1.C(=O)C.C(O[BH-](OC(=O)C)OC(=O)C)(=O)C.[Na+]. Product: [CH2:21]([N:11]1[CH2:10][C:9]2=[CH:8][NH:7][C:17]3[C:18]2=[C:13]([CH:14]=[CH:15][CH:16]=3)[CH2:12]1)[CH3:22]. The catalyst class is: 36.